From a dataset of Forward reaction prediction with 1.9M reactions from USPTO patents (1976-2016). Predict the product of the given reaction. The product is: [Cl:1][C:2]1[CH:3]=[N:4][CH:5]=[C:6]([Cl:26])[C:7]=1[S:8][C:9]1[S:13][C:12]([C:14]([NH:16][CH:17]2[CH2:22][CH2:21][N:20]([S:28]([CH3:27])(=[O:30])=[O:29])[CH2:19][CH2:18]2)=[O:15])=[CH:11][C:10]=1[N+:23]([O-:25])=[O:24]. Given the reactants [Cl:1][C:2]1[CH:3]=[N:4][CH:5]=[C:6]([Cl:26])[C:7]=1[S:8][C:9]1[S:13][C:12]([C:14]([NH:16][CH:17]2[CH2:22][CH2:21][NH:20][CH2:19][CH2:18]2)=[O:15])=[CH:11][C:10]=1[N+:23]([O-:25])=[O:24].[CH3:27][S:28](Cl)(=[O:30])=[O:29], predict the reaction product.